From a dataset of Full USPTO retrosynthesis dataset with 1.9M reactions from patents (1976-2016). Predict the reactants needed to synthesize the given product. (1) Given the product [Cl:1][C:2]1[CH:7]=[CH:6][C:5]([S:8][C@H:9]2[CH2:13][N:12]([C:37]([CH:34]3[CH2:35][CH2:36][N:33]3[CH:30]3[CH2:29][CH2:28][N:27]([C:25]([O:24][CH2:22][CH3:23])=[O:26])[CH2:32][CH2:31]3)=[O:38])[C@H:11]([C:14](=[O:15])[NH:16][C:17]3([C:20]#[N:21])[CH2:19][CH2:18]3)[CH2:10]2)=[CH:4][CH:3]=1, predict the reactants needed to synthesize it. The reactants are: [Cl:1][C:2]1[CH:7]=[CH:6][C:5]([S:8][C@H:9]2[CH2:13][NH:12][C@H:11]([C:14]([NH:16][C:17]3([C:20]#[N:21])[CH2:19][CH2:18]3)=[O:15])[CH2:10]2)=[CH:4][CH:3]=1.[CH2:22]([O:24][C:25]([N:27]1[CH2:32][CH2:31][CH:30]([N:33]2[CH2:36][CH2:35][CH:34]2[C:37]([O-])=[O:38])[CH2:29][CH2:28]1)=[O:26])[CH3:23].[Li+]. (2) Given the product [CH3:12][O:13][C:14]1[CH:15]=[CH:16][C:17]([C:20]([F:21])([F:22])[F:23])=[CH:18][C:19]=1[C:7]([OH:10])=[O:27], predict the reactants needed to synthesize it. The reactants are: [Li]CCCC.C[C:7]([O-:10])(C)C.[K+].[CH3:12][O:13][C:14]1[CH:19]=[CH:18][C:17]([C:20]([F:23])([F:22])[F:21])=[CH:16][CH:15]=1.C1C[O:27]CC1. (3) Given the product [C:17]([C:18]1[CH:25]=[CH:24][C:21]([CH2:22][NH:23][C:11](=[O:13])[CH:10]([C:3]2[CH:4]=[CH:5][C:6]([O:8][CH3:9])=[CH:7][C:2]=2[OH:1])[O:14][CH3:15])=[CH:20][CH:19]=1)#[N:16], predict the reactants needed to synthesize it. The reactants are: [OH:1][C:2]1[CH:7]=[C:6]([O:8][CH3:9])[CH:5]=[CH:4][C:3]=1[CH:10]([O:14][CH3:15])[C:11]([OH:13])=O.[NH2:16][CH2:17][C:18]1[CH:25]=[CH:24][C:21]([C:22]#[N:23])=[CH:20][CH:19]=1.